Predict which catalyst facilitates the given reaction. From a dataset of Catalyst prediction with 721,799 reactions and 888 catalyst types from USPTO. (1) Reactant: [CH2:1]([N:3]1[C:7]2=[N:8][C:9]([CH2:49][CH3:50])=[C:10]([CH2:19][NH:20][C:21]([C:23]3[CH:28]=[C:27]([CH3:29])[CH:26]=[C:25]([C:30]([NH:32][CH2:33][C:34]4[CH:35]=[C:36]([C:41]5[CH:46]=[CH:45][CH:44]=[C:43]([CH:47]=O)[CH:42]=5)[C:37]([F:40])=[CH:38][CH:39]=4)=[O:31])[CH:24]=3)=[O:22])[C:11]([NH:12][CH:13]3[CH2:18][CH2:17][O:16][CH2:15][CH2:14]3)=[C:6]2[CH:5]=[N:4]1)[CH3:2].[CH3:51][C@H:52]1[CH2:57][NH:56][CH2:55][CH2:54][N:53]1C(OC(C)(C)C)=O.C(O)(=O)C.C(O[BH-](OC(=O)C)OC(=O)C)(=O)C. Product: [CH2:1]([N:3]1[C:7]2=[N:8][C:9]([CH2:49][CH3:50])=[C:10]([CH2:19][NH:20][C:21]([C:23]3[CH:28]=[C:27]([CH3:29])[CH:26]=[C:25]([C:30]([NH:32][CH2:33][C:34]4[CH:35]=[C:36]([C:41]5[CH:46]=[CH:45][CH:44]=[C:43]([CH2:47][N:56]6[CH2:55][CH2:54][NH:53][C@@H:52]([CH3:51])[CH2:57]6)[CH:42]=5)[C:37]([F:40])=[CH:38][CH:39]=4)=[O:31])[CH:24]=3)=[O:22])[C:11]([NH:12][CH:13]3[CH2:14][CH2:15][O:16][CH2:17][CH2:18]3)=[C:6]2[CH:5]=[N:4]1)[CH3:2]. The catalyst class is: 16. (2) Reactant: FC(F)(F)C(O)=O.C(OC([O:13][CH2:14][C@H:15]1[CH2:20][CH2:19][CH2:18][C:17](=[O:21])[N:16]1[CH2:22][C:23]#[C:24][CH2:25][O:26][CH2:27][C:28]#[N:29])C)C. Product: [OH:13][CH2:14][C@H:15]1[CH2:20][CH2:19][CH2:18][C:17](=[O:21])[N:16]1[CH2:22][C:23]#[C:24][CH2:25][O:26][CH2:27][C:28]#[N:29]. The catalyst class is: 2. (3) Reactant: [Br:1][C:2]1[CH:3]=[C:4]2[C:8](=[CH:9][CH:10]=1)[NH:7][C:6](=[O:11])[CH:5]2[C:12]1[C:13]2[C:14](=[N:19][N:20]([CH:22]3[CH2:26][CH2:25][CH2:24][CH2:23]3)[CH:21]=2)[N:15]=[C:16]([Cl:18])[N:17]=1.[C:27]([N:34](C)[CH2:35][CH2:36][NH2:37])(OC(C)(C)C)=O. Product: [ClH:18].[Br:1][C:2]1[CH:3]=[C:4]2[C:8](=[CH:9][CH:10]=1)[NH:7][C:6](=[O:11])[CH:5]2[C:12]1[C:13]2[C:14](=[N:19][N:20]([CH:22]3[CH2:26][CH2:25][CH2:24][CH2:23]3)[CH:21]=2)[N:15]=[C:16]([NH:37][CH2:36][CH2:35][NH:34][CH3:27])[N:17]=1. The catalyst class is: 8. (4) Reactant: [C:1]([N:4]1[C:13]2[C:8](=[CH:9][C:10]([C:14]3[CH:22]=[CH:21][C:17]([C:18](O)=[O:19])=[CH:16][CH:15]=3)=[CH:11][CH:12]=2)[C@H:7]([NH:23][C:24]([O:26][CH:27]([CH3:29])[CH3:28])=[O:25])[CH2:6][C@@H:5]1[CH3:30])(=[O:3])[CH3:2].[CH3:31][N:32]([CH3:36])[CH2:33][CH2:34][NH2:35].CN(C(ON1N=NC2C=CC=NC1=2)=[N+](C)C)C.F[P-](F)(F)(F)(F)F.CCN(C(C)C)C(C)C. Product: [C:1]([N:4]1[C:13]2[C:8](=[CH:9][C:10]([C:14]3[CH:15]=[CH:16][C:17]([C:18](=[O:19])[NH:35][CH2:34][CH2:33][N:32]([CH3:36])[CH3:31])=[CH:21][CH:22]=3)=[CH:11][CH:12]=2)[C@H:7]([NH:23][C:24](=[O:25])[O:26][CH:27]([CH3:29])[CH3:28])[CH2:6][C@@H:5]1[CH3:30])(=[O:3])[CH3:2]. The catalyst class is: 173.